This data is from Forward reaction prediction with 1.9M reactions from USPTO patents (1976-2016). The task is: Predict the product of the given reaction. (1) Given the reactants [Cl:1]NC(=O)CCC(N)=O.[Br:10][C:11]1[CH:16]=[CH:15][C:14]([C:17]2[C:25]3[C:24]([OH:26])=[C:23]([C:27]#[N:28])[C:22](=[O:29])[NH:21][C:20]=3[S:19][CH:18]=2)=[CH:13][CH:12]=1, predict the reaction product. The product is: [Br:10][C:11]1[CH:12]=[CH:13][C:14]([C:17]2[C:25]3[C:24]([OH:26])=[C:23]([C:27]#[N:28])[C:22](=[O:29])[NH:21][C:20]=3[S:19][C:18]=2[Cl:1])=[CH:15][CH:16]=1. (2) The product is: [O:1]([CH:8]([C:10]1[CH:11]=[CH:12][C:13]([C:14]([OH:16])=[O:15])=[CH:18][CH:19]=1)[CH3:9])[C:2]1[CH:3]=[CH:4][CH:5]=[CH:6][CH:7]=1. Given the reactants [O:1]([CH:8]([C:10]1[CH:19]=[CH:18][C:13]([C:14]([O:16]C)=[O:15])=[CH:12][CH:11]=1)[CH3:9])[C:2]1[CH:7]=[CH:6][CH:5]=[CH:4][CH:3]=1.O.[OH-].[Li+].O1CCCC1.Cl, predict the reaction product. (3) Given the reactants C(OC([N:8]1[CH:12]=[CH:11][CH:10]=[C:9]1[C:13]1[CH:18]=[CH:17][C:16]([OH:19])=[C:15]([N:20]2[CH2:24][C:23](=[O:25])[NH:22][S:21]2(=[O:27])=[O:26])[CH:14]=1)=O)(C)(C)C, predict the reaction product. The product is: [OH:19][C:16]1[CH:17]=[CH:18][C:13]([C:9]2[NH:8][CH:12]=[CH:11][CH:10]=2)=[CH:14][C:15]=1[N:20]1[S:21](=[O:27])(=[O:26])[NH:22][C:23](=[O:25])[CH2:24]1. (4) Given the reactants [CH:1]([N:4]1[CH2:9][CH2:8][NH:7][CH2:6][CH2:5]1)([CH3:3])[CH3:2].[C:10](O)(=[O:16])[CH2:11][CH2:12][CH2:13][C:14]#[CH:15].Cl.CN(C)CCCN=C=NCC, predict the reaction product. The product is: [CH:1]([N:4]1[CH2:9][CH2:8][N:7]([C:10](=[O:16])[CH2:11][CH2:12][CH2:13][C:14]#[CH:15])[CH2:6][CH2:5]1)([CH3:3])[CH3:2]. (5) Given the reactants [CH3:1][Mg]Br.[Br:4][C:5]1[CH:6]=[CH:7][C:8]2[N:9]([CH2:19][C:20](=[O:29])[CH2:21][O:22][C:23]3[CH:28]=[CH:27][CH:26]=[CH:25][CH:24]=3)[C:10]3[C:15]([C:16]=2[CH:17]=1)=[CH:14][C:13]([Br:18])=[CH:12][CH:11]=3, predict the reaction product. The product is: [Br:4][C:5]1[CH:6]=[CH:7][C:8]2[N:9]([CH2:19][C:20]([CH3:1])([OH:29])[CH2:21][O:22][C:23]3[CH:24]=[CH:25][CH:26]=[CH:27][CH:28]=3)[C:10]3[C:15]([C:16]=2[CH:17]=1)=[CH:14][C:13]([Br:18])=[CH:12][CH:11]=3. (6) Given the reactants [CH3:1][C:2]1[CH:7]=[C:6]([N:8]2[CH2:13][CH2:12][O:11][CH2:10][CH2:9]2)[CH:5]=[C:4]([CH3:14])[C:3]=1[C:15]1[NH:16][C:17]2[CH:23]=[C:22]([C:24]([OH:26])=O)[CH:21]=[CH:20][C:18]=2[N:19]=1.[Cl:27][C:28]1[CH:37]=[CH:36][C:31]([C:32]([NH:34][NH2:35])=[O:33])=[CH:30][CH:29]=1.CCN=C=NCCCN(C)C.C1C=CC2N(O)N=NC=2C=1, predict the reaction product. The product is: [CH3:1][C:2]1[CH:7]=[C:6]([N:8]2[CH2:9][CH2:10][O:11][CH2:12][CH2:13]2)[CH:5]=[C:4]([CH3:14])[C:3]=1[C:15]1[NH:16][C:17]2[CH:23]=[C:22]([C:24]([NH:35][NH:34][C:32](=[O:33])[C:31]3[CH:30]=[CH:29][C:28]([Cl:27])=[CH:37][CH:36]=3)=[O:26])[CH:21]=[CH:20][C:18]=2[N:19]=1. (7) Given the reactants [CH3:1][O:2][CH2:3][CH2:4][NH:5][CH2:6][CH2:7][O:8][CH3:9].F[C:11]1[CH:19]=[CH:18][C:14]([C:15]([OH:17])=[O:16])=[CH:13][C:12]=1[N+:20]([O-:22])=[O:21], predict the reaction product. The product is: [CH3:1][O:2][CH2:3][CH2:4][N:5]([CH2:6][CH2:7][O:8][CH3:9])[C:11]1[CH:19]=[CH:18][C:14]([C:15]([OH:17])=[O:16])=[CH:13][C:12]=1[N+:20]([O-:22])=[O:21]. (8) Given the reactants [H-].[Na+].[CH3:3][O:4][C:5]1[C:15]([N+:16]([O-:18])=[O:17])=[CH:14][C:8]2[NH:9][C:10](=[O:13])[CH2:11][O:12][C:7]=2[CH:6]=1.[CH3:19]I, predict the reaction product. The product is: [CH3:3][O:4][C:5]1[C:15]([N+:16]([O-:18])=[O:17])=[CH:14][C:8]2[N:9]([CH3:19])[C:10](=[O:13])[CH2:11][O:12][C:7]=2[CH:6]=1. (9) Given the reactants [F:1][C:2]([F:39])([F:38])[C:3]1[CH:4]=[C:5]([CH:31]=[C:32]([C:34]([F:37])([F:36])[F:35])[CH:33]=1)[CH2:6][N:7]1[CH2:14][CH2:13][CH2:12][NH:11][C:10]2[N:15]=[C:16](S(C)(=O)=O)[N:17]=[C:18]([C:19]3[CH:24]=[CH:23][CH:22]=[CH:21][C:20]=3[CH3:25])[C:9]=2[C:8]1=[O:30].[O:40]=[C:41]1[CH2:45][CH2:44][CH2:43][N:42]1[CH:46]1[CH2:51][CH2:50][NH:49][CH2:48][CH2:47]1, predict the reaction product. The product is: [F:1][C:2]([F:39])([F:38])[C:3]1[CH:4]=[C:5]([CH:31]=[C:32]([C:34]([F:37])([F:36])[F:35])[CH:33]=1)[CH2:6][N:7]1[CH2:14][CH2:13][CH2:12][NH:11][C:10]2[N:15]=[C:16]([N:49]3[CH2:48][CH2:47][CH:46]([N:42]4[CH2:43][CH2:44][CH2:45][C:41]4=[O:40])[CH2:51][CH2:50]3)[N:17]=[C:18]([C:19]3[CH:24]=[CH:23][CH:22]=[CH:21][C:20]=3[CH3:25])[C:9]=2[C:8]1=[O:30].